From a dataset of Peptide-MHC class II binding affinity with 134,281 pairs from IEDB. Regression. Given a peptide amino acid sequence and an MHC pseudo amino acid sequence, predict their binding affinity value. This is MHC class II binding data. (1) The peptide sequence is KNWMTETLLVQNANPDCKTI. The MHC is DRB1_0301 with pseudo-sequence DRB1_0301. The binding affinity (normalized) is 0.227. (2) The peptide sequence is LNIKLNMPLYIAGNK. The MHC is DRB1_0901 with pseudo-sequence DRB1_0901. The binding affinity (normalized) is 0.534. (3) The peptide sequence is GFLNEDHWFSRENSYSG. The MHC is DRB1_1302 with pseudo-sequence DRB1_1302. The binding affinity (normalized) is 0.